This data is from Full USPTO retrosynthesis dataset with 1.9M reactions from patents (1976-2016). The task is: Predict the reactants needed to synthesize the given product. Given the product [C:1]([O:5][C:6]([N:8]1[CH2:13][CH2:12][CH:11]([C:14]2[CH:19]=[CH:18][C:17]([NH2:20])=[CH:16][CH:15]=2)[CH2:10][CH2:9]1)=[O:7])([CH3:4])([CH3:2])[CH3:3], predict the reactants needed to synthesize it. The reactants are: [C:1]([O:5][C:6]([N:8]1[CH2:13][CH:12]=[C:11]([C:14]2[CH:19]=[CH:18][C:17]([NH2:20])=[CH:16][CH:15]=2)[CH2:10][CH2:9]1)=[O:7])([CH3:4])([CH3:3])[CH3:2].